This data is from NCI-60 drug combinations with 297,098 pairs across 59 cell lines. The task is: Regression. Given two drug SMILES strings and cell line genomic features, predict the synergy score measuring deviation from expected non-interaction effect. (1) Drug 1: CC12CCC3C(C1CCC2=O)CC(=C)C4=CC(=O)C=CC34C. Drug 2: COC1=NC(=NC2=C1N=CN2C3C(C(C(O3)CO)O)O)N. Cell line: SF-539. Synergy scores: CSS=50.2, Synergy_ZIP=5.16, Synergy_Bliss=4.33, Synergy_Loewe=4.20, Synergy_HSA=4.32. (2) Drug 1: CC12CCC3C(C1CCC2=O)CC(=C)C4=CC(=O)C=CC34C. Drug 2: C1=CN(C=N1)CC(O)(P(=O)(O)O)P(=O)(O)O. Cell line: NCI-H522. Synergy scores: CSS=5.20, Synergy_ZIP=-14.1, Synergy_Bliss=-29.3, Synergy_Loewe=-28.3, Synergy_HSA=-28.4.